This data is from Full USPTO retrosynthesis dataset with 1.9M reactions from patents (1976-2016). The task is: Predict the reactants needed to synthesize the given product. Given the product [C:36]1([CH:29]([C:30]2[CH:35]=[CH:34][CH:33]=[CH:32][CH:31]=2)[CH2:28][N:15]([CH2:16][C:17]2[CH:22]=[CH:21][CH:20]=[C:19]([O:23][C:24]([F:25])([F:26])[F:27])[CH:18]=2)[CH2:14][CH2:13][CH2:12][O:11][C:7]2[CH:6]=[C:5]([CH2:4][C:3]([OH:42])=[O:2])[CH:10]=[CH:9][CH:8]=2)[CH:41]=[CH:40][CH:39]=[CH:38][CH:37]=1, predict the reactants needed to synthesize it. The reactants are: C[O:2][C:3](=[O:42])[CH2:4][C:5]1[CH:10]=[CH:9][CH:8]=[C:7]([O:11][CH2:12][CH2:13][CH2:14][N:15]([CH2:28][CH:29]([C:36]2[CH:41]=[CH:40][CH:39]=[CH:38][CH:37]=2)[C:30]2[CH:35]=[CH:34][CH:33]=[CH:32][CH:31]=2)[CH2:16][C:17]2[CH:22]=[CH:21][CH:20]=[C:19]([O:23][C:24]([F:27])([F:26])[F:25])[CH:18]=2)[CH:6]=1.[OH-].[Na+].